This data is from Full USPTO retrosynthesis dataset with 1.9M reactions from patents (1976-2016). The task is: Predict the reactants needed to synthesize the given product. (1) Given the product [NH2:31][C:29]1[N:28]=[CH:27][N:26]=[C:25]2[N:24]([CH:32]3[CH2:37][CH2:36][N:35]([CH3:38])[CH2:34][CH2:33]3)[N:23]=[C:22]([C:19]3[CH:20]=[CH:21][C:16]([NH:15][C:10](=[O:11])[C:7]4[CH:8]=[CH:9][C:4]([O:3][C:2]([F:14])([F:13])[F:1])=[CH:5][CH:6]=4)=[C:17]([O:39][CH3:40])[CH:18]=3)[C:30]=12, predict the reactants needed to synthesize it. The reactants are: [F:1][C:2]([F:14])([F:13])[O:3][C:4]1[CH:9]=[CH:8][C:7]([C:10](Cl)=[O:11])=[CH:6][CH:5]=1.[NH2:15][C:16]1[CH:21]=[CH:20][C:19]([C:22]2[C:30]3[C:25](=[N:26][CH:27]=[N:28][C:29]=3[NH2:31])[N:24]([CH:32]3[CH2:37][CH2:36][N:35]([CH3:38])[CH2:34][CH2:33]3)[N:23]=2)=[CH:18][C:17]=1[O:39][CH3:40].FC(F)(F)C1C=CC(C(Cl)=O)=CC=1. (2) The reactants are: C[O:2][C:3]([C:5]1[C:6]([C:14]2[CH:19]=[CH:18][CH:17]=[CH:16][C:15]=2[N+:20]([O-:22])=[O:21])=[CH:7][CH:8]=[C:9]([C:11](=[S:13])[NH2:12])[CH:10]=1)=[O:4].Br[CH2:24][C:25]([C:27]1[C:32]([F:33])=[CH:31][CH:30]=[CH:29][C:28]=1[F:34])=O. Given the product [F:33][C:32]1[CH:31]=[CH:30][CH:29]=[C:28]([F:34])[C:27]=1[C:25]1[N:12]=[C:11]([C:9]2[CH:10]=[C:5]([C:3]([OH:2])=[O:4])[C:6]([C:14]3[CH:19]=[CH:18][CH:17]=[CH:16][C:15]=3[N+:20]([O-:22])=[O:21])=[CH:7][CH:8]=2)[S:13][CH:24]=1, predict the reactants needed to synthesize it. (3) The reactants are: [Cl:1][C:2]1[CH:7]=[CH:6][C:5]([S:8]([C:17]2[CH:22]=[CH:21][C:20]([Cl:23])=[CH:19][CH:18]=2)([CH3:16])[CH2:9][C:10](N(OC)C)=[O:11])=[CH:4][CH:3]=1.[CH2:24]([Mg]Br)[CH3:25]. Given the product [Cl:23][C:20]1[CH:19]=[CH:18][C:17]([S:8]([C:5]2[CH:6]=[CH:7][C:2]([Cl:1])=[CH:3][CH:4]=2)([CH3:16])[CH2:9][C:10](=[O:11])[CH2:24][CH3:25])=[CH:22][CH:21]=1, predict the reactants needed to synthesize it. (4) Given the product [CH:1]1([S:7]([C:10]([C:13]2[CH:18]=[C:17]([N:19]3[CH2:24][CH2:23][O:22][CH2:21][C@@H:20]3[CH3:25])[N:16]=[C:15]([C:26]3[CH:32]=[CH:31][C:29]([NH:30][C:39](=[O:40])[O:41][C:42]4[CH:47]=[CH:46][CH:45]=[CH:44][CH:43]=4)=[CH:28][CH:27]=3)[N:14]=2)([CH3:11])[CH3:12])(=[O:9])=[O:8])[CH2:2][CH2:3][CH2:4][CH2:5][CH2:6]1, predict the reactants needed to synthesize it. The reactants are: [CH:1]1([S:7]([C:10]([C:13]2[CH:18]=[C:17]([N:19]3[CH2:24][CH2:23][O:22][CH2:21][C@@H:20]3[CH3:25])[N:16]=[C:15]([C:26]3[CH:32]=[CH:31][C:29]([NH2:30])=[CH:28][CH:27]=3)[N:14]=2)([CH3:12])[CH3:11])(=[O:9])=[O:8])[CH2:6][CH2:5][CH2:4][CH2:3][CH2:2]1.C(=O)(O)[O-].[Na+].Cl[C:39]([O:41][C:42]1[CH:47]=[CH:46][CH:45]=[CH:44][CH:43]=1)=[O:40]. (5) Given the product [CH3:31][N:21]([C:15]1[CH:16]=[CH:17][CH:18]=[C:19]2[C:14]=1[NH:13][C:12]([C:10]1[S:11][CH:7]([CH2:6][N:32]3[CH:36]=[N:35][CH:34]=[N:33]3)[CH2:8][N:9]=1)=[CH:20]2)[S:22]([C:25]1[CH:30]=[CH:29][CH:28]=[CH:27][N:26]=1)(=[O:24])=[O:23], predict the reactants needed to synthesize it. The reactants are: CS(O[CH2:6][CH:7]1[S:11][C:10]([C:12]2[NH:13][C:14]3[C:19]([CH:20]=2)=[CH:18][CH:17]=[CH:16][C:15]=3[N:21]([CH3:31])[S:22]([C:25]2[CH:30]=[CH:29][CH:28]=[CH:27][N:26]=2)(=[O:24])=[O:23])=[N:9][CH2:8]1)(=O)=O.[NH:32]1[CH:36]=[N:35][CH:34]=[N:33]1.C(=O)([O-])[O-].[K+].[K+].CN(C)C=O. (6) Given the product [Cl:1][C:2]1[C:7]([NH:8][S:9]([CH2:12][CH2:13][CH3:14])(=[O:10])=[O:11])=[CH:6][CH:5]=[CH:4][C:3]=1[NH:15][C:16]([C:18]1[C:22]2[N:23]=[CH:24][N:25]=[C:26]([NH2:27])[C:21]=2[S:20][CH:19]=1)=[O:17], predict the reactants needed to synthesize it. The reactants are: [Cl:1][C:2]1[C:7]([NH:8][S:9]([CH2:12][CH2:13][CH3:14])(=[O:11])=[O:10])=[CH:6][CH:5]=[CH:4][C:3]=1[NH:15][C:16]([C:18]1[C:22]2[N:23]=[CH:24][N:25]=[C:26]([NH:27]CC3C=CC(OC)=CC=3OC)[C:21]=2[S:20][CH:19]=1)=[O:17]. (7) Given the product [C:1]([O:5][C:6]([N:8]1[C@@H:13]([C@@H:14]([OH:40])[C@@H:15]([NH2:25])[CH2:16][C:17]2[CH:18]=[C:19]([F:24])[CH:20]=[C:21]([F:23])[CH:22]=2)[CH2:12][O:11][C@@H:10]([CH2:48][OH:49])[CH2:9]1)=[O:7])([CH3:3])([CH3:4])[CH3:2], predict the reactants needed to synthesize it. The reactants are: [C:1]([O:5][C:6]([N:8]1[C@@H:13]([C@@H:14]([O:40]CC2C=CC=CC=2)[C@@H:15]([N:25](CC2C=CC=CC=2)CC2C=CC=CC=2)[CH2:16][C:17]2[CH:22]=[C:21]([F:23])[CH:20]=[C:19]([F:24])[CH:18]=2)[CH2:12][O:11][C@@H:10]([CH2:48][O:49]CC2C=CC=CC=2)[CH2:9]1)=[O:7])([CH3:4])([CH3:3])[CH3:2].[H][H]. (8) Given the product [CH3:16][C:8]1[CH:7]=[C:6]([N:5]2[C:3](=[O:4])[NH:1][N:2]=[CH:17]2)[S:10][C:9]=1[C:11]([O:13][CH2:14][CH3:15])=[O:12], predict the reactants needed to synthesize it. The reactants are: [NH:1]([C:3]([NH:5][C:6]1[S:10][C:9]([C:11]([O:13][CH2:14][CH3:15])=[O:12])=[C:8]([CH3:16])[CH:7]=1)=[O:4])[NH2:2].[CH:17](OC)(OC)OC.O.C1(C)C=CC(S(O)(=O)=O)=CC=1. (9) The reactants are: [CH3:1][C:2]([CH3:10])([CH3:9])[CH:3]=[C:4]([C:7]#[N:8])[C:5]#[N:6].C(=O)C1C=CC=CC=1.C1(N)C=CC=CC=1N. Given the product [CH3:1][C:2]([CH3:10])([CH3:9])[CH2:3][CH:4]([C:7]#[N:8])[C:5]#[N:6], predict the reactants needed to synthesize it.